From a dataset of Full USPTO retrosynthesis dataset with 1.9M reactions from patents (1976-2016). Predict the reactants needed to synthesize the given product. (1) Given the product [ClH:42].[Cl:42][C:33]1[C:34]([C:38]([F:39])([F:40])[F:41])=[CH:35][CH:36]=[CH:37][C:32]=1[CH2:31][N:16]([CH2:17][CH:18]([C:25]1[CH:30]=[CH:29][CH:28]=[CH:27][CH:26]=1)[C:19]1[CH:20]=[CH:21][CH:22]=[CH:23][CH:24]=1)[C@H:14]([CH3:15])[CH2:13][CH2:12][O:11][C:7]1[CH:6]=[C:5]([CH2:4][C:3]([OH:43])=[O:2])[CH:10]=[CH:9][CH:8]=1, predict the reactants needed to synthesize it. The reactants are: C[O:2][C:3](=[O:43])[CH2:4][C:5]1[CH:10]=[CH:9][CH:8]=[C:7]([O:11][CH2:12][CH2:13][C@H:14]([N:16]([CH2:31][C:32]2[CH:37]=[CH:36][CH:35]=[C:34]([C:38]([F:41])([F:40])[F:39])[C:33]=2[Cl:42])[CH2:17][CH:18]([C:25]2[CH:30]=[CH:29][CH:28]=[CH:27][CH:26]=2)[C:19]2[CH:24]=[CH:23][CH:22]=[CH:21][CH:20]=2)[CH3:15])[CH:6]=1.COC(=O)CC1C=CC=C(OC[C@H](C)CN(CC2C=CC=C(C(F)(F)F)C=2Cl)CC(C2C=CC=CC=2)C2C=CC=CC=2)C=1. (2) The reactants are: [Cl:1][C:2]1[C:3]2[CH:12]=[CH:11][CH:10]=[CH:9][C:4]=2[S:5][C:6]=1[CH2:7][OH:8].C[N+]1([O-])CCOCC1. Given the product [Cl:1][C:2]1[C:3]2[CH:12]=[CH:11][CH:10]=[CH:9][C:4]=2[S:5][C:6]=1[CH:7]=[O:8], predict the reactants needed to synthesize it.